Predict the reaction yield, written as a fraction of the theoretical maximum amount of product (1.0 means a 100% yield; for example, 0.34 means a 34% yield). From a dataset of Reaction yield outcomes from USPTO patents with 853,638 reactions. (1) The reactants are [Cl:1][C:2]1[CH:3]=[CH:4][C:5]([N:15]2[CH:19]=[C:18]([Cl:20])[N:17]=[N:16]2)=[C:6]([C:8]2[N:13]=[CH:12][N:11]=[C:10]([OH:14])[CH:9]=2)[CH:7]=1.CN(C(ON1N=NC2C=CC=NC1=2)=[N+](C)C)C.F[P-](F)(F)(F)(F)F.C1CCN2C(=NCCC2)CC1.N[C@@H:57]1[C:73]2[CH:74]=[C:69]([N:70]=[CH:71][CH:72]=2)[C:68]2[N:67]([CH3:75])[N:66]=[CH:65][C:64]=2[NH:63][C:62](=[O:76])[C@H:61]([CH3:77])[CH2:60][CH2:59][CH2:58]1. The catalyst is CC#N.CN(C=O)C. The product is [Cl:1][C:2]1[CH:3]=[CH:4][C:5]([N:15]2[CH:19]=[C:18]([Cl:20])[N:17]=[N:16]2)=[C:6]([C:8]2[N:13]=[CH:12][N:11]([C@@H:57]3[C:73]4[CH:74]=[C:69]([N:70]=[CH:71][CH:72]=4)[C:68]4[N:67]([CH3:75])[N:66]=[CH:65][C:64]=4[NH:63][C:62](=[O:76])[C@H:61]([CH3:77])[CH2:60][CH2:59][CH2:58]3)[C:10](=[O:14])[CH:9]=2)[CH:7]=1. The yield is 0.270. (2) The product is [CH3:17][N:14]1[CH2:15][CH2:16][N:11]([C:9](=[S:10])[NH:4][NH2:2])[CH2:12][CH2:13]1. The yield is 0.610. The reactants are O.[NH2:2]N.[N:4]1([C:9]([N:11]2[CH2:16][CH2:15][N:14]([CH3:17])[CH2:13][CH2:12]2)=[S:10])C=CN=C1. The catalyst is C(O)C. (3) The yield is 0.580. The product is [Br:1][C:2]1[C:13]2[C:5](=[CH:6][C:7]([C:16]3[CH:21]=[CH:20][CH:19]=[CH:18][C:17]=3[Cl:22])=[C:8]3[C:12]=2[C:11](=[O:14])[NH:10][C:9]3=[O:15])[N:4]([CH2:23][CH2:24][CH2:25][N:34]2[CH2:38][CH2:37][CH2:36][CH2:35]2)[CH:3]=1. The reactants are [Br:1][C:2]1[C:13]2[C:5](=[CH:6][C:7]([C:16]3[CH:21]=[CH:20][CH:19]=[CH:18][C:17]=3[Cl:22])=[C:8]3[C:12]=2[C:11](=[O:14])[NH:10][C:9]3=[O:15])[N:4]([CH2:23][CH2:24][CH2:25]O)[CH:3]=1.CS(Cl)(=O)=O.[I-].[Na+].[NH:34]1[CH2:38][CH2:37][CH2:36][CH2:35]1.C([O-])(=O)C.[NH4+]. The catalyst is ClCCl.C(OCC)(=O)C.CN(C=O)C.C(Cl)(Cl)Cl.CO.C(N(CC)CC)C. (4) The reactants are [Cl:1][C:2]1[CH:16]=[CH:15][C:5]([O:6][C:7]2[CH:8]=[C:9]([CH:12]=[CH:13][CH:14]=2)[CH:10]=[O:11])=[C:4]([N+:17]([O-:19])=[O:18])[CH:3]=1.[BH4-].[Na+]. The catalyst is C(O)C. The yield is 0.940. The product is [Cl:1][C:2]1[CH:16]=[CH:15][C:5]([O:6][C:7]2[CH:8]=[C:9]([CH2:10][OH:11])[CH:12]=[CH:13][CH:14]=2)=[C:4]([N+:17]([O-:19])=[O:18])[CH:3]=1. (5) The reactants are [C:1]([O:5][C:6]([N:8]1[CH2:14][CH2:13][C:12]2[CH:15]=[CH:16][C:17]([OH:19])=[CH:18][C:11]=2[CH2:10][CH2:9]1)=[O:7])([CH3:4])([CH3:3])[CH3:2].[CH3:20][S:21](Cl)(=[O:23])=[O:22].C(N(CC)CC)C. The catalyst is ClCCl. The product is [C:1]([O:5][C:6]([N:8]1[CH2:14][CH2:13][C:12]2[CH:15]=[CH:16][C:17]([O:19][S:21]([CH3:20])(=[O:23])=[O:22])=[CH:18][C:11]=2[CH2:10][CH2:9]1)=[O:7])([CH3:4])([CH3:2])[CH3:3]. The yield is 0.990. (6) The reactants are Br[C:2]1[CH:3]=[C:4]([CH2:11][CH3:12])[C:5]([O:9][CH3:10])=[C:6]([Cl:8])[CH:7]=1.[CH:13]1([CH:18]([OH:21])[CH:19]=[CH2:20])[CH2:17][CH2:16][CH2:15][CH2:14]1.C(=O)(O)[O-].[Na+]. The catalyst is CN1CCCC1=O. The product is [Cl:8][C:6]1[CH:7]=[C:2]([CH2:20][CH2:19][C:18]([CH:13]2[CH2:17][CH2:16][CH2:15][CH2:14]2)=[O:21])[CH:3]=[C:4]([CH2:11][CH3:12])[C:5]=1[O:9][CH3:10]. The yield is 0.820. (7) The reactants are [Cl:1][C:2]1[CH:3]=[C:4]([CH:7]=[C:8]([Cl:28])[C:9]=1[N:10]1[CH:27]=[C:13]2[C:14]([NH:19][C:20]3[CH:25]=[C:24]([CH3:26])[N:23]=[CH:22][N:21]=3)=[N:15][CH:16]=[C:17]([F:18])[C:12]2=[N:11]1)[CH:5]=[O:6].[BH4-].[Na+].Cl. The catalyst is C(O)C.C1COCC1. The product is [ClH:1].[Cl:1][C:2]1[CH:3]=[C:4]([CH2:5][OH:6])[CH:7]=[C:8]([Cl:28])[C:9]=1[N:10]1[CH:27]=[C:13]2[C:14]([NH:19][C:20]3[CH:25]=[C:24]([CH3:26])[N:23]=[CH:22][N:21]=3)=[N:15][CH:16]=[C:17]([F:18])[C:12]2=[N:11]1. The yield is 0.450. (8) The reactants are [F:1][C:2]([F:21])([F:20])[C:3]1[CH:4]=[C:5](/[N:9]=[C:10]2\[C:11](=[O:19])[NH:12][C:13]3[C:18]\2=[CH:17][CH:16]=[CH:15][CH:14]=3)[CH:6]=[CH:7][CH:8]=1.C(N(CC)CC)C.[Br:29][C:30]1[CH:35]=[CH:34][C:33](B(O)O)=[CH:32][CH:31]=1. The catalyst is C([O-])(=O)C.[Cu+2].C([O-])(=O)C.C(Cl)Cl. The product is [Br:29][C:30]1[CH:35]=[CH:34][C:33]([N:12]2[C:13]3[C:18](=[CH:17][CH:16]=[CH:15][CH:14]=3)/[C:10](=[N:9]/[C:5]3[CH:6]=[CH:7][CH:8]=[C:3]([C:2]([F:1])([F:20])[F:21])[CH:4]=3)/[C:11]2=[O:19])=[CH:32][CH:31]=1. The yield is 0.420. (9) The reactants are [CH3:1][O:2][C:3]([C:5]1[CH:10]=[CH:9][C:8]([C:11]2[CH:16]=[C:15]([N+:17]([O-:19])=[O:18])[CH:14]=[C:13]([CH:20]=O)[CH:12]=2)=[CH:7][CH:6]=1)=[O:4].Cl.[CH3:23][NH:24][CH3:25].C(N(CC)CC)C.C(O[BH-](OC(=O)C)OC(=O)C)(=O)C.[Na+]. The catalyst is ClCCCl.CO.C(OCC)(=O)C. The product is [CH3:1][O:2][C:3]([C:5]1[CH:10]=[CH:9][C:8]([C:11]2[CH:16]=[C:15]([N+:17]([O-:19])=[O:18])[CH:14]=[C:13]([CH2:20][N:24]([CH3:25])[CH3:23])[CH:12]=2)=[CH:7][CH:6]=1)=[O:4]. The yield is 0.730.